Dataset: Catalyst prediction with 721,799 reactions and 888 catalyst types from USPTO. Task: Predict which catalyst facilitates the given reaction. (1) Reactant: [C:1]([O:5][C:6]([N:8]([CH3:15])[CH2:9][CH2:10][CH2:11][C:12]([OH:14])=O)=[O:7])([CH3:4])([CH3:3])[CH3:2].C(N(CC)CC)C.OC1C2N=NNC=2C=CC=1.[C:33]([C:37]1[N:42]=[C:41]([N:43]2[CH2:48][CH2:47][NH:46][CH2:45][CH2:44]2)[CH:40]=[C:39]([CH:49]2[CH2:52][CH2:51][CH2:50]2)[N:38]=1)([CH3:36])([CH3:35])[CH3:34].Cl.C(N=C=NCCCN(C)C)C. Product: [C:1]([O:5][C:6](=[O:7])[N:8]([CH2:9][CH2:10][CH2:11][C:12]([N:46]1[CH2:47][CH2:48][N:43]([C:41]2[CH:40]=[C:39]([CH:49]3[CH2:52][CH2:51][CH2:50]3)[N:38]=[C:37]([C:33]([CH3:36])([CH3:35])[CH3:34])[N:42]=2)[CH2:44][CH2:45]1)=[O:14])[CH3:15])([CH3:2])([CH3:3])[CH3:4]. The catalyst class is: 9. (2) Reactant: [C:1]([C:5]1[CH:12]=[CH:11][C:8]([CH:9]=O)=[CH:7][CH:6]=1)([CH3:4])([CH3:3])[CH3:2].Cl.[F:14][C:15]1[CH:20]=[CH:19][C:18]([C:21]([F:24])([F:23])[F:22])=[CH:17][C:16]=1[CH2:25][CH2:26][NH2:27].C(=O)([O-])[O-].[K+].[K+].[BH4-].[Na+].Cl. Product: [C:1]([C:5]1[CH:12]=[CH:11][C:8]([CH2:9][NH:27][CH2:26][CH2:25][C:16]2[CH:17]=[C:18]([C:21]([F:22])([F:23])[F:24])[CH:19]=[CH:20][C:15]=2[F:14])=[CH:7][CH:6]=1)([CH3:4])([CH3:3])[CH3:2]. The catalyst class is: 5. (3) Reactant: [CH3:1][C:2]1([CH3:22])[C:10]2=[CH:11][C:12]3[NH:13][C:14]4[C:19]([C:20]=3[CH:21]=[C:9]2[C:8]2[C:3]1=[CH:4][CH:5]=[CH:6][CH:7]=2)=[CH:18][CH:17]=[CH:16][CH:15]=4.Br[C:24]1[CH:25]=[C:26]([CH:34]=[CH:35][CH:36]=1)[O:27]C1CCCCO1.P([O-])([O-])([O-])=O.[K+].[K+].[K+].C(P(C(C)(C)C)C(C)(C)C)(C)(C)C.C1(C)C=CC(S(O)(=O)=O)=CC=1. Product: [CH3:1][C:2]1([CH3:22])[C:10]2=[CH:11][C:12]3[N:13]([C:24]4[CH:25]=[C:26]([OH:27])[CH:34]=[CH:35][CH:36]=4)[C:14]4[C:19]([C:20]=3[CH:21]=[C:9]2[C:8]2[C:3]1=[CH:4][CH:5]=[CH:6][CH:7]=2)=[CH:18][CH:17]=[CH:16][CH:15]=4. The catalyst class is: 487. (4) Reactant: [CH:1]1([CH:4]=O)[CH2:3][CH2:2]1.[F:6][C:7]1[CH:13]=[CH:12][C:10]([NH2:11])=[CH:9][CH:8]=1.P(O)(OC1C=CC=CC=1)([O:16][C:17]1C=CC=C[CH:18]=1)=O.[CH:31](/[NH:34][C:35](=[O:44])[O:36][CH2:37][C:38]1[CH:43]=[CH:42][CH:41]=[CH:40][CH:39]=1)=[CH:32]\[CH3:33]. Product: [C:17]([N:11]1[C:10]2[C:9](=[CH:8][C:7]([F:6])=[CH:13][CH:12]=2)[C@H:31]([NH:34][C:35](=[O:44])[O:36][CH2:37][C:38]2[CH:39]=[CH:40][CH:41]=[CH:42][CH:43]=2)[C@@H:32]([CH3:33])[C@@H:4]1[CH:1]1[CH2:2][CH2:3]1)(=[O:16])[CH3:18]. The catalyst class is: 4.